Dataset: Forward reaction prediction with 1.9M reactions from USPTO patents (1976-2016). Task: Predict the product of the given reaction. (1) Given the reactants [NH4+:1].[OH-].Br[CH2:4][CH2:5][CH2:6][CH2:7][CH2:8][O:9][C:10]1[C:11]([O:30][CH3:31])=[CH:12][CH:13]=[C:14]2[C:19]=1[O:18][C:17](=[O:20])[CH:16]=[C:15]2[NH:21][C:22]1[C:27]([Cl:28])=[CH:26][N:25]=[CH:24][C:23]=1[Cl:29], predict the reaction product. The product is: [NH2:1][CH2:4][CH2:5][CH2:6][CH2:7][CH2:8][O:9][C:10]1[C:11]([O:30][CH3:31])=[CH:12][CH:13]=[C:14]2[C:19]=1[O:18][C:17](=[O:20])[CH:16]=[C:15]2[NH:21][C:22]1[C:27]([Cl:28])=[CH:26][N:25]=[CH:24][C:23]=1[Cl:29]. (2) Given the reactants [NH:1]([C:3]1[N:12]=[C:11]([Cl:13])[CH:10]=[CH:9][C:4]=1[C:5]([O:7][CH3:8])=[O:6])[NH2:2].C(N(CC)CC)C.[C:21](Cl)(=[O:25])[CH:22]([CH3:24])[CH3:23], predict the reaction product. The product is: [C:21]([NH:2][NH:1][C:3]1[N:12]=[C:11]([Cl:13])[CH:10]=[CH:9][C:4]=1[C:5]([O:7][CH3:8])=[O:6])(=[O:25])[CH:22]([CH3:24])[CH3:23]. (3) The product is: [Cl:50][C:45]1[CH:44]=[C:43]([CH:48]=[CH:47][C:46]=1[O:49][CH2:17][CH:16]1[CH2:15][CH2:14][CH2:10][O:11]1)[CH2:42][C@H:38]1[O:39][CH2:40][CH2:41][NH:36][CH2:37]1. Given the reactants C(N1CC[O:11][C@H:10]([CH2:14][C:15]2C=CC=[C:17](C=CC3C=NC=CC=3)[CH:16]=2)C1)(OC(C)(C)C)=O.C([N:36]1[CH2:41][CH2:40][O:39][C@H:38]([CH2:42][C:43]2[CH:48]=[CH:47][C:46]([OH:49])=[C:45]([Cl:50])[CH:44]=2)[CH2:37]1)(OC(C)(C)C)=O.C(O)C1OCCC1.C(O)(C(F)(F)F)=O, predict the reaction product. (4) Given the reactants C1(C)C=CC([C:7]([C@@](C(O)=O)(O)[C@@](C(C2C=CC(C)=CC=2)=O)(O)C(O)=O)=[O:8])=CC=1.[CH2:29]([O:36][C:37]([N:39]1[CH2:43][CH2:42][C@H:41]([NH:44][C:45]([C@@H:47]2[CH2:52][CH2:51][C@@H:50]([NH:53][O:54][CH2:55][C:56]3[CH:61]=[CH:60][CH:59]=[CH:58][CH:57]=3)[CH2:49][NH:48]2)=[O:46])[CH2:40]1)=[O:38])[C:30]1[CH:35]=[CH:34][CH:33]=[CH:32][CH:31]=1.C(=O)(O)[O-].[Na+].CCN(C(C)C)C(C)C.ClC(Cl)(OC(=O)OC(Cl)(Cl)Cl)Cl.OP(O)(O)=O, predict the reaction product. The product is: [CH2:29]([O:36][C:37]([N:39]1[CH2:43][CH2:42][C@H:41]([NH:44][C:45]([C@@H:47]2[CH2:52][CH2:51][C@@H:50]3[CH2:49][N:48]2[C:7](=[O:8])[N:53]3[O:54][CH2:55][C:56]2[CH:61]=[CH:60][CH:59]=[CH:58][CH:57]=2)=[O:46])[CH2:40]1)=[O:38])[C:30]1[CH:35]=[CH:34][CH:33]=[CH:32][CH:31]=1. (5) Given the reactants [Br:1][C:2]1[S:6][CH:5]=[N:4][C:3]=1[C:7](O)=O.C(N(C(C)C)CC)(C)C.[CH3:19][C:20]1[CH:21]=[C:22]([NH2:27])[C:23]([NH2:26])=[CH:24][CH:25]=1.CN(C(ON1N=NC2C=CC=CC1=2)=[N+](C)C)C.[B-](F)(F)(F)F, predict the reaction product. The product is: [Br:1][C:2]1[S:6][CH:5]=[N:4][C:3]=1[C:7]1[NH:26][C:23]2[CH:24]=[CH:25][C:20]([CH3:19])=[CH:21][C:22]=2[N:27]=1. (6) Given the reactants [OH:1][C:2]1[CH:7]=[CH:6][C:5]([S:8][CH2:9][CH2:10][CH2:11][C:12]([OH:14])=O)=[CH:4][CH:3]=1.[CH3:15][NH:16][CH2:17][C:18]1[C:19]([C:24]2[CH:29]=[CH:28][CH:27]=[CH:26][CH:25]=2)=[CH:20][CH:21]=[CH:22][CH:23]=1, predict the reaction product. The product is: [C:19]1([C:24]2[CH:29]=[CH:28][CH:27]=[CH:26][CH:25]=2)[CH:20]=[CH:21][CH:22]=[CH:23][C:18]=1[CH2:17][N:16]([CH3:15])[C:12](=[O:14])[CH2:11][CH2:10][CH2:9][S:8][C:5]1[CH:4]=[CH:3][C:2]([OH:1])=[CH:7][CH:6]=1. (7) Given the reactants C(OC([NH:8][C:9]1[CH:14]=[CH:13][C:12]([C:15]2[CH:20]=[CH:19][C:18]([CH:21]([CH3:30])[CH2:22][NH:23][S:24]([CH:27]([CH3:29])[CH3:28])(=[O:26])=[O:25])=[CH:17][CH:16]=2)=[CH:11][CH:10]=1)=O)(C)(C)C, predict the reaction product. The product is: [NH2:8][C:9]1[CH:10]=[CH:11][C:12]([C:15]2[CH:20]=[CH:19][C:18]([CH:21]([CH3:30])[CH2:22][NH:23][S:24]([CH:27]([CH3:29])[CH3:28])(=[O:26])=[O:25])=[CH:17][CH:16]=2)=[CH:13][CH:14]=1. (8) The product is: [CH3:1][O:2][C:3]([C@H:5]1[C@@H:10]([C:11]2[CH:12]=[CH:13][C:14]([OH:17])=[CH:15][CH:16]=2)[CH2:9][CH2:8][O:7][CH2:6]1)=[O:4]. Given the reactants [CH3:1][O:2][C:3]([C:5]1[CH2:6][O:7][CH2:8][CH2:9][C:10]=1[C:11]1[CH:16]=[CH:15][C:14]([O:17]CC2C=CC=CC=2)=[CH:13][CH:12]=1)=[O:4], predict the reaction product. (9) Given the reactants [CH3:1][NH:2][NH2:3].[C:4](O[C:4]([O:6][C:7]([CH3:10])([CH3:9])[CH3:8])=[O:5])([O:6][C:7]([CH3:10])([CH3:9])[CH3:8])=[O:5], predict the reaction product. The product is: [CH3:1][N:2]([C:4]([O:6][C:7]([CH3:10])([CH3:9])[CH3:8])=[O:5])[NH2:3].